From a dataset of Full USPTO retrosynthesis dataset with 1.9M reactions from patents (1976-2016). Predict the reactants needed to synthesize the given product. (1) Given the product [CH3:34][O:33][CH2:32][CH2:31][O:30][C:8]1[C:5]2[CH:6]=[N:7][C:2]([NH2:39])=[CH:3][C:4]=2[N:10]([C:11]([C:18]2[CH:19]=[CH:20][CH:21]=[CH:22][CH:23]=2)([C:24]2[CH:25]=[CH:26][CH:27]=[CH:28][CH:29]=2)[C:12]2[CH:13]=[CH:14][CH:15]=[CH:16][CH:17]=2)[N:9]=1, predict the reactants needed to synthesize it. The reactants are: Cl[C:2]1[N:7]=[CH:6][C:5]2[C:8]([O:30][CH2:31][CH2:32][O:33][CH3:34])=[N:9][N:10]([C:11]([C:24]3[CH:29]=[CH:28][CH:27]=[CH:26][CH:25]=3)([C:18]3[CH:23]=[CH:22][CH:21]=[CH:20][CH:19]=3)[C:12]3[CH:17]=[CH:16][CH:15]=[CH:14][CH:13]=3)[C:4]=2[CH:3]=1.C[Si]([N-:39][Si](C)(C)C)(C)C.[Li+]. (2) Given the product [Cl:7][C:8]1[C:12]([CH2:13][O:14][C:15]2[CH:20]=[CH:19][C:18]([CH2:21][CH2:22][CH2:23][OH:24])=[C:17]([F:28])[C:16]=2[F:29])=[C:11]([C:30]2[CH:31]=[CH:32][C:33]([O:36][CH3:37])=[CH:34][CH:35]=2)[S:10][N:9]=1, predict the reactants needed to synthesize it. The reactants are: [H-].[H-].[H-].[H-].[Li+].[Al+3].[Cl:7][C:8]1[C:12]([CH2:13][O:14][C:15]2[CH:20]=[CH:19][C:18]([CH2:21][CH2:22][C:23](OCC)=[O:24])=[C:17]([F:28])[C:16]=2[F:29])=[C:11]([C:30]2[CH:35]=[CH:34][C:33]([O:36][CH3:37])=[CH:32][CH:31]=2)[S:10][N:9]=1. (3) Given the product [CH2:45]([O:44][C:42](=[O:43])[CH2:41][C@@H:40]([C:37]1[CH:36]=[CH:35][C:34]([O:1][CH2:2][C:3]2[CH:32]=[CH:31][C:6]3[S:7][CH:8]=[C:9]([C:10]4[CH:29]=[CH:28][C:13]([CH2:14][CH:15]5[CH2:20][CH2:19][N:18]([C:21]([O:23][C:24]([CH3:27])([CH3:25])[CH3:26])=[O:22])[CH2:17][CH2:16]5)=[CH:12][C:11]=4[CH3:30])[C:5]=3[CH:4]=2)=[CH:39][CH:38]=1)[C:47]#[C:48][CH3:49])[CH3:46], predict the reactants needed to synthesize it. The reactants are: [OH:1][CH2:2][C:3]1[CH:32]=[CH:31][C:6]2[S:7][CH:8]=[C:9]([C:10]3[CH:29]=[CH:28][C:13]([CH2:14][CH:15]4[CH2:20][CH2:19][N:18]([C:21]([O:23][C:24]([CH3:27])([CH3:26])[CH3:25])=[O:22])[CH2:17][CH2:16]4)=[CH:12][C:11]=3[CH3:30])[C:5]=2[CH:4]=1.O[C:34]1[CH:39]=[CH:38][C:37]([C@@H:40]([C:47]#[C:48][CH3:49])[CH2:41][C:42]([O:44][CH2:45][CH3:46])=[O:43])=[CH:36][CH:35]=1.P(CCCC)(CCCC)CCCC.C1CCN(C(N=NC(N2CCCCC2)=O)=O)CC1. (4) Given the product [CH3:21][C:20]([OH:22])([CH3:23])[CH2:19][NH:18][CH2:11][CH2:10][CH2:9][S:6]([CH2:5][CH2:4][CH2:3][C:2]([F:17])([F:1])[C:13]([F:16])([F:15])[F:14])(=[O:8])=[O:7], predict the reactants needed to synthesize it. The reactants are: [F:1][C:2]([F:17])([C:13]([F:16])([F:15])[F:14])[CH2:3][CH2:4][CH2:5][S:6]([CH2:9][CH2:10][CH2:11]Cl)(=[O:8])=[O:7].[NH2:18][CH2:19][C:20]([CH3:23])([OH:22])[CH3:21]. (5) Given the product [O:1]1[CH:5]=[CH:4][CH:3]=[C:2]1[C:6]1[C:11]([C:23]#[C:22][C:16]2[CH:21]=[CH:20][CH:19]=[CH:18][CH:17]=2)=[C:10]([S:13][CH3:14])[N:9]=[C:8]([NH2:15])[N:7]=1, predict the reactants needed to synthesize it. The reactants are: [O:1]1[CH:5]=[CH:4][CH:3]=[C:2]1[C:6]1[C:11](I)=[C:10]([S:13][CH3:14])[N:9]=[C:8]([NH2:15])[N:7]=1.[C:16]1([C:22]#[CH:23])[CH:21]=[CH:20][CH:19]=[CH:18][CH:17]=1.C(N(CC)CC)C. (6) Given the product [Cl:1][C:2]1[CH:3]=[CH:4][C:5]2[N:9]=[C:8]([CH:10]([NH:19][C:20](=[O:35])[C:21]3[CH:26]=[CH:25][C:24]([C:27]([N:29]4[CH2:33][CH2:32][CH2:31][CH2:30]4)=[O:28])=[C:23]([CH3:34])[CH:22]=3)[CH2:11][C:12]3[CH:13]=[CH:14][C:15]([O:18][CH2:38][C:39]([O:41][CH3:42])=[O:40])=[CH:16][CH:17]=3)[N:7]([CH2:55][C:54]([O:44][CH3:43])=[O:56])[C:6]=2[CH:36]=1, predict the reactants needed to synthesize it. The reactants are: [Cl:1][C:2]1[CH:3]=[CH:4][C:5]2[N:9]=[C:8]([CH:10]([NH:19][C:20](=[O:35])[C:21]3[CH:26]=[CH:25][C:24]([C:27]([N:29]4[CH2:33][CH2:32][CH2:31][CH2:30]4)=[O:28])=[C:23]([CH3:34])[CH:22]=3)[CH2:11][C:12]3[CH:17]=[CH:16][C:15]([OH:18])=[CH:14][CH:13]=3)[NH:7][C:6]=2[CH:36]=1.Br[CH2:38][C:39]([O:41][CH3:42])=[O:40].[C:43](=O)([O-])[O-:44].[K+].[K+].ClCl.ClCCl.[CH2:54]([OH:56])[CH3:55]. (7) Given the product [OH:11][C:5]1[CH:10]=[CH:9][C:8]2[C:20]([CH3:22])([CH3:21])[CH2:19][CH2:18][C:16]([CH3:24])([CH3:17])[C:7]=2[CH:6]=1, predict the reactants needed to synthesize it. The reactants are: [Al+3].[Cl-].[Cl-].[Cl-].[C:5]1([OH:11])[CH:10]=[CH:9][CH:8]=[CH:7][CH:6]=1.ClCCl.Cl[C:16]([CH3:24])([CH2:18][CH2:19][C:20](Cl)([CH3:22])[CH3:21])[CH3:17]. (8) Given the product [CH3:1][C:2]1([CH3:20])[C:10]2[C:5](=[CH:6][CH:7]=[C:8]([C:26]3[CH:27]=[CH:28][C:23]([C:21]#[N:22])=[CH:24][CH:25]=3)[CH:9]=2)[C:4](=[O:19])[CH2:3]1, predict the reactants needed to synthesize it. The reactants are: [CH3:1][C:2]1([CH3:20])[C:10]2[C:5](=[CH:6][CH:7]=[C:8](OS(C(F)(F)F)(=O)=O)[CH:9]=2)[C:4](=[O:19])[CH2:3]1.[C:21]([C:23]1[CH:28]=[CH:27][C:26](B(O)O)=[CH:25][CH:24]=1)#[N:22]. (9) Given the product [CH3:48][N:44]1[C:45]2[C:41](=[CH:40][C:39]([C:9]3[CH:10]=[C:11]4[C:16](=[C:17]([O:19][CH2:20][O:21][CH2:22][CH2:23][Si:24]([CH3:26])([CH3:27])[CH3:25])[CH:18]=3)[N:15]=[CH:14][N:13]([CH2:28][O:29][CH2:30][CH2:31][Si:32]([CH3:35])([CH3:34])[CH3:33])[C:12]4=[O:36])=[CH:47][CH:46]=2)[CH:42]=[N:43]1, predict the reactants needed to synthesize it. The reactants are: CC1(C)C(C)(C)OB([C:9]2[CH:10]=[C:11]3[C:16](=[C:17]([O:19][CH2:20][O:21][CH2:22][CH2:23][Si:24]([CH3:27])([CH3:26])[CH3:25])[CH:18]=2)[N:15]=[CH:14][N:13]([CH2:28][O:29][CH2:30][CH2:31][Si:32]([CH3:35])([CH3:34])[CH3:33])[C:12]3=[O:36])O1.Br[C:39]1[CH:40]=[C:41]2[C:45](=[CH:46][CH:47]=1)[N:44]([CH3:48])[N:43]=[CH:42]2.C(=O)([O-])[O-].[K+].[K+]. (10) The reactants are: [Cl:1][C:2]1[CH:3]=[CH:4][C:5]2[N:11]3[CH:12]=[CH:13][CH:14]=[C:10]3[C@H:9]([CH2:15][C:16]([NH:18][C:19]3[CH:28]=[CH:27][C:22]([C:23]([O:25]C)=[O:24])=[CH:21][CH:20]=3)=[O:17])[O:8][C@@H:7]([C:29]3[CH:34]=[CH:33][CH:32]=[C:31]([O:35][CH3:36])[C:30]=3[O:37][CH3:38])[C:6]=2[CH:39]=1.C(=O)([O-])[O-].[K+].[K+].Cl.C(OCC)(=O)C. Given the product [Cl:1][C:2]1[CH:3]=[CH:4][C:5]2[N:11]3[CH:12]=[CH:13][CH:14]=[C:10]3[C@H:9]([CH2:15][C:16]([NH:18][C:19]3[CH:28]=[CH:27][C:22]([C:23]([OH:25])=[O:24])=[CH:21][CH:20]=3)=[O:17])[O:8][C@@H:7]([C:29]3[CH:34]=[CH:33][CH:32]=[C:31]([O:35][CH3:36])[C:30]=3[O:37][CH3:38])[C:6]=2[CH:39]=1, predict the reactants needed to synthesize it.